Dataset: Forward reaction prediction with 1.9M reactions from USPTO patents (1976-2016). Task: Predict the product of the given reaction. The product is: [CH2:1]([N:3]([CH2:29][C:30]1[CH:31]=[CH:32][C:33]([O:36][CH2:39][CH2:40][N:42]2[CH2:47][CH2:46][CH:45]([CH3:48])[CH2:44][CH2:43]2)=[CH:34][CH:35]=1)[C:4]1[CH:9]=[C:8]([O:10][CH3:11])[CH:7]=[CH:6][C:5]=1[C@@H:12]1[CH2:21][CH2:20][C:19]2[CH:18]=[C:17]([OH:22])[CH:16]=[CH:15][C:14]=2[CH2:13]1)[CH3:2]. Given the reactants [CH2:1]([N:3]([C:29](=O)[C:30]1[CH:35]=[CH:34][C:33]([OH:36])=[CH:32][CH:31]=1)[C:4]1[CH:9]=[C:8]([O:10][CH3:11])[CH:7]=[CH:6][C:5]=1[C@@H:12]1[CH2:21][CH2:20][C:19]2[CH:18]=[C:17]([O:22]C(=O)C(C)(C)C)[CH:16]=[CH:15][C:14]=2[CH2:13]1)[CH3:2].Cl[CH2:39][C:40]([N:42]1[CH2:47][CH2:46][CH:45]([CH3:48])[CH2:44][CH2:43]1)=O, predict the reaction product.